This data is from Reaction yield outcomes from USPTO patents with 853,638 reactions. The task is: Predict the reaction yield, written as a fraction of the theoretical maximum amount of product (1.0 means a 100% yield; for example, 0.34 means a 34% yield). (1) The reactants are [NH2:1][C@:2]1([CH2:15][OH:16])[CH2:6][CH2:5][C@@H:4]([C:7]2[CH:12]=[CH:11][C:10]([O:13][CH3:14])=[CH:9][CH:8]=2)[CH2:3]1.[C:17]([O-])([O-])=[O:18].[K+].[K+]. The catalyst is C(=O)(OCC)OCC. The product is [CH3:14][O:13][C:10]1[CH:11]=[CH:12][C:7]([C@@H:4]2[CH2:5][CH2:6][C@@:2]3([NH:1][C:17](=[O:18])[O:16][CH2:15]3)[CH2:3]2)=[CH:8][CH:9]=1. The yield is 0.800. (2) The reactants are [C:1]([O:5][C:6]([NH:8][C@H:9]([C:38]1[CH:43]=[CH:42][CH:41]=[CH:40][CH:39]=1)[CH2:10][N:11]1[C:16](=[O:17])[C:15]([C:18]2[CH:23]=[CH:22][CH:21]=[C:20]([O:24][CH3:25])[C:19]=2[F:26])=[C:14]([CH3:27])[N:13]([CH2:28][C:29]2[C:34](F)=[CH:33][CH:32]=[CH:31][C:30]=2[F:36])[C:12]1=[O:37])=[O:7])([CH3:4])([CH3:3])[CH3:2].[CH3:44][S-:45].[Na+]. The catalyst is CS(C)=O. The product is [C:1]([O:5][C:6]([NH:8][C@H:9]([C:38]1[CH:43]=[CH:42][CH:41]=[CH:40][CH:39]=1)[CH2:10][N:11]1[C:16](=[O:17])[C:15]([C:18]2[CH:23]=[CH:22][CH:21]=[C:20]([O:24][CH3:25])[C:19]=2[F:26])=[C:14]([CH3:27])[N:13]([CH2:28][C:29]2[C:34]([S:45][CH3:44])=[CH:33][CH:32]=[CH:31][C:30]=2[F:36])[C:12]1=[O:37])=[O:7])([CH3:4])([CH3:3])[CH3:2]. The yield is 0.780. (3) The reactants are [N:1]([CH2:4][CH2:5][C@H:6]1[CH2:10][O:9][C:8]([CH3:12])([CH3:11])[O:7]1)=[N+]=[N-]. The catalyst is C(OCC)(=O)C.O=[Pt]=O. The product is [CH3:11][C:8]1([CH3:12])[O:7][C@@H:6]([CH2:5][CH2:4][NH2:1])[CH2:10][O:9]1. The yield is 0.880. (4) The reactants are [CH2:1]([N:3]([CH2:37][CH3:38])[CH2:4][CH2:5][CH2:6][NH:7][C:8]1[N:9]=[C:10]([C:27]2[CH:28]=[C:29]([CH:33]=[CH:34][C:35]=2[CH3:36])[C:30]([OH:32])=O)[C:11]2[CH:17]=[CH:16][C:15](=[O:18])[N:14]([C:19]3[C:24]([F:25])=[CH:23][CH:22]=[CH:21][C:20]=3[F:26])[C:12]=2[N:13]=1)[CH3:2].CN(C(ON1N=NC2C=CC=CC1=2)=[N+](C)C)C.F[P-](F)(F)(F)(F)F.C(N(CC)CC)C.[NH:70]1[CH:74]=[C:73]([CH2:75][CH2:76][NH2:77])[N:72]=[CH:71]1. The catalyst is CN(C=O)C. The product is [CH2:1]([N:3]([CH2:37][CH3:38])[CH2:4][CH2:5][CH2:6][NH:7][C:8]1[N:9]=[C:10]([C:27]2[CH:28]=[C:29]([CH:33]=[CH:34][C:35]=2[CH3:36])[C:30]([NH:77][CH2:76][CH2:75][C:73]2[N:72]=[CH:71][NH:70][CH:74]=2)=[O:32])[C:11]2[CH:17]=[CH:16][C:15](=[O:18])[N:14]([C:19]3[C:20]([F:26])=[CH:21][CH:22]=[CH:23][C:24]=3[F:25])[C:12]=2[N:13]=1)[CH3:2]. The yield is 0.850.